Dataset: Kir2.1 potassium channel HTS with 301,493 compounds. Task: Binary Classification. Given a drug SMILES string, predict its activity (active/inactive) in a high-throughput screening assay against a specified biological target. (1) The compound is S(=O)(=O)(N1CCCCC1)c1cc2N(CC(=O)NCCCOC(C)C)C(=O)CSc2cc1. The result is 0 (inactive). (2) The result is 0 (inactive). The drug is Brc1cc(sc1)/C=C(\C(=O)NCC1OCCC1)C#N.